Dataset: NCI-60 drug combinations with 297,098 pairs across 59 cell lines. Task: Regression. Given two drug SMILES strings and cell line genomic features, predict the synergy score measuring deviation from expected non-interaction effect. (1) Drug 1: C1CN(CCN1C(=O)CCBr)C(=O)CCBr. Drug 2: C1=NNC2=C1C(=O)NC=N2. Cell line: SF-268. Synergy scores: CSS=8.34, Synergy_ZIP=0.165, Synergy_Bliss=3.03, Synergy_Loewe=-1.82, Synergy_HSA=-0.812. (2) Drug 1: CNC(=O)C1=CC=CC=C1SC2=CC3=C(C=C2)C(=NN3)C=CC4=CC=CC=N4. Drug 2: C1=CC(=C2C(=C1NCCNCCO)C(=O)C3=C(C=CC(=C3C2=O)O)O)NCCNCCO. Cell line: MDA-MB-435. Synergy scores: CSS=34.3, Synergy_ZIP=14.1, Synergy_Bliss=15.6, Synergy_Loewe=4.38, Synergy_HSA=13.9. (3) Drug 1: CC1=C(C=C(C=C1)C(=O)NC2=CC(=CC(=C2)C(F)(F)F)N3C=C(N=C3)C)NC4=NC=CC(=N4)C5=CN=CC=C5. Drug 2: C1CC(=O)NC(=O)C1N2C(=O)C3=CC=CC=C3C2=O. Cell line: NCI-H460. Synergy scores: CSS=-5.86, Synergy_ZIP=2.94, Synergy_Bliss=-0.299, Synergy_Loewe=-3.25, Synergy_HSA=-5.86. (4) Drug 1: CC1=C2C(C(=O)C3(C(CC4C(C3C(C(C2(C)C)(CC1OC(=O)C(C(C5=CC=CC=C5)NC(=O)C6=CC=CC=C6)O)O)OC(=O)C7=CC=CC=C7)(CO4)OC(=O)C)O)C)OC(=O)C. Drug 2: CC(C)CN1C=NC2=C1C3=CC=CC=C3N=C2N. Cell line: TK-10. Synergy scores: CSS=36.9, Synergy_ZIP=2.92, Synergy_Bliss=3.40, Synergy_Loewe=-9.46, Synergy_HSA=1.94. (5) Drug 1: CS(=O)(=O)C1=CC(=C(C=C1)C(=O)NC2=CC(=C(C=C2)Cl)C3=CC=CC=N3)Cl. Synergy scores: CSS=5.75, Synergy_ZIP=-0.439, Synergy_Bliss=4.07, Synergy_Loewe=0.958, Synergy_HSA=1.13. Cell line: HCT116. Drug 2: C1CCC(C1)C(CC#N)N2C=C(C=N2)C3=C4C=CNC4=NC=N3. (6) Drug 1: CC12CCC3C(C1CCC2=O)CC(=C)C4=CC(=O)C=CC34C. Drug 2: C1=CC(=CC=C1CCC2=CNC3=C2C(=O)NC(=N3)N)C(=O)NC(CCC(=O)O)C(=O)O. Cell line: SF-295. Synergy scores: CSS=56.8, Synergy_ZIP=-0.507, Synergy_Bliss=0.169, Synergy_Loewe=-2.26, Synergy_HSA=3.74.